This data is from Reaction yield outcomes from USPTO patents with 853,638 reactions. The task is: Predict the reaction yield, written as a fraction of the theoretical maximum amount of product (1.0 means a 100% yield; for example, 0.34 means a 34% yield). The reactants are [NH2:1][C@@H:2]([CH2:8][C:9]1[CH:14]=[CH:13][C:12]([C:15]2[CH:20]=[CH:19][CH:18]=[C:17]([CH2:21][NH:22][CH2:23][C:24](=[O:31])[C:25]3[CH:30]=[CH:29][CH:28]=[CH:27][CH:26]=3)[CH:16]=2)=[CH:11][CH:10]=1)[C:3]([O:5][CH2:6]C)=[O:4].C(CNCC1C=C(C2C=CC(C[C@@H](NC(OC(C)(C)C)=O)C(OC)=O)=CC=2)C=CC=1)(=O)C1C=CC=CC=1. No catalyst specified. The product is [NH2:1][C@H:2]([CH2:8][C:9]1[CH:10]=[CH:11][C:12]([C:15]2[CH:20]=[CH:19][CH:18]=[C:17]([CH2:21][NH:22][CH2:23][C:24](=[O:31])[C:25]3[CH:26]=[CH:27][CH:28]=[CH:29][CH:30]=3)[CH:16]=2)=[CH:13][CH:14]=1)[C:3]([O:5][CH3:6])=[O:4]. The yield is 0.920.